Dataset: Reaction yield outcomes from USPTO patents with 853,638 reactions. Task: Predict the reaction yield, written as a fraction of the theoretical maximum amount of product (1.0 means a 100% yield; for example, 0.34 means a 34% yield). (1) The reactants are [Br:1][C:2]1[CH:14]=[CH:13][C:12]2[C:11]3[C:6](=[CH:7][C:8]([Br:15])=[CH:9][CH:10]=3)[C:5]3([CH2:20][CH2:19][C:18](=[O:21])[CH2:17][CH2:16]3)[C:4]=2[CH:3]=1.C1C=C(Cl)C=C(C(OO)=[O:30])C=1.C([O-])(O)=O.[Na+]. The catalyst is C(Cl)Cl. The product is [Br:15][C:8]1[CH:9]=[CH:10][C:11]2[C:12]3[C:4]([C:5]4([CH2:20][CH2:19][O:30][C:18](=[O:21])[CH2:17][CH2:16]4)[C:6]=2[CH:7]=1)=[CH:3][C:2]([Br:1])=[CH:14][CH:13]=3. The yield is 0.712. (2) The reactants are [CH2:1]([O:8][C:9](=[O:28])[NH:10][CH:11]1[CH2:16][CH2:15][CH2:14][CH2:13][CH:12]1[C:17](=[O:27])[NH:18][CH:19]([C:24](=O)[NH2:25])[CH2:20][CH:21]([CH3:23])[CH3:22])[C:2]1[CH:7]=[CH:6][CH:5]=[CH:4][CH:3]=1.FC(F)(F)C(OC(=O)C(F)(F)F)=O.Cl. The catalyst is N1C=CC=CC=1. The product is [CH2:1]([O:8][C:9](=[O:28])[NH:10][CH:11]1[CH2:16][CH2:15][CH2:14][CH2:13][CH:12]1[C:17](=[O:27])[NH:18][CH:19]([C:24]#[N:25])[CH2:20][CH:21]([CH3:23])[CH3:22])[C:2]1[CH:3]=[CH:4][CH:5]=[CH:6][CH:7]=1. The yield is 0.900. (3) The reactants are C([O:3][C:4]([C:6]1[CH:10]=[C:9]([C:11]2[CH:16]=[C:15]([Cl:17])[CH:14]=[CH:13][C:12]=2[F:18])[O:8][N:7]=1)=O)C.[H-].C([Al+]CC(C)C)C(C)C. The catalyst is ClCCl. The product is [Cl:17][C:15]1[CH:14]=[CH:13][C:12]([F:18])=[C:11]([C:9]2[O:8][N:7]=[C:6]([CH:4]=[O:3])[CH:10]=2)[CH:16]=1. The yield is 0.840. (4) The reactants are Br[C:2]1[C:11]2[C:6](=[CH:7][CH:8]=[CH:9][CH:10]=2)[CH:5]=[CH:4][C:3]=1[O:12][CH3:13].[C:14]1(B(O)O)[CH:19]=[CH:18][CH:17]=[CH:16][CH:15]=1.P([O-])([O-])([O-])=O.[K+].[K+].[K+].[Cl-].[NH4+]. The catalyst is C([O-])(=O)C.[Pd+2].C([O-])(=O)C.C1(P(C2C=CC=CC=2)C2C=CC=CC=2)C=CC=CC=1.C(OCC)C.C(COC)OC.O. The product is [CH3:13][O:12][C:3]1[CH:4]=[CH:5][C:6]2[C:11](=[CH:10][CH:9]=[CH:8][CH:7]=2)[C:2]=1[C:14]1[CH:19]=[CH:18][CH:17]=[CH:16][CH:15]=1. The yield is 0.660. (5) The reactants are [NH2:1][C:2]1[S:3][C:4]([C:8]([NH:10][CH2:11][C:12]2[CH:17]=[CH:16][CH:15]=[CH:14][CH:13]=2)=[O:9])=[C:5]([CH3:7])[N:6]=1.S([N:28]=[N+:29]=[N-])(C1C=CC(C)=CC=1)(=O)=O. The catalyst is [Cl-].C([N+](C)(C)C)C1C=CC=CC=1.ClCCl.[OH-].[Na+]. The product is [N:1]([C:2]1[S:3][C:4]([C:8]([NH:10][CH2:11][C:12]2[CH:17]=[CH:16][CH:15]=[CH:14][CH:13]=2)=[O:9])=[C:5]([CH3:7])[N:6]=1)=[N+:28]=[N-:29]. The yield is 0.630. (6) The reactants are Br[C:2]1[C:3](=[O:31])[N:4]([CH2:19][C:20]2[CH:30]=[CH:29][C:23]3[O:24][C:25]([F:28])([F:27])[O:26][C:22]=3[CH:21]=2)[C:5](=[O:18])[N:6]([C:8]2[CH:9]=[C:10]([NH:14][C:15](=[O:17])[CH3:16])[CH:11]=[CH:12][CH:13]=2)[N:7]=1.CN([CH:35]=[O:36])C.C[O-].[Na+]. The catalyst is [NH4+].[Cl-]. The product is [F:27][C:25]1([F:28])[O:24][C:23]2[CH:29]=[CH:30][C:20]([CH2:19][N:4]3[C:3](=[O:31])[C:2]([O:36][CH3:35])=[N:7][N:6]([C:8]4[CH:9]=[C:10]([NH:14][C:15](=[O:17])[CH3:16])[CH:11]=[CH:12][CH:13]=4)[C:5]3=[O:18])=[CH:21][C:22]=2[O:26]1. The yield is 0.630.